Dataset: Reaction yield outcomes from USPTO patents with 853,638 reactions. Task: Predict the reaction yield, written as a fraction of the theoretical maximum amount of product (1.0 means a 100% yield; for example, 0.34 means a 34% yield). (1) The reactants are [Cl:1][C:2]1[CH:29]=[CH:28][CH:27]=[C:26]([Cl:30])[C:3]=1[CH2:4][C:5]1[S:6][CH:7]=[C:8]([C:10]2[CH:11]=[C:12]3[C:17](=[CH:18][CH:19]=2)[CH:16]=[C:15]([O:20][CH2:21][C:22]([O:24]C)=[O:23])[CH:14]=[CH:13]3)[N:9]=1.[OH-].[Na+]. The catalyst is C1COCC1.CO.O. The product is [Cl:30][C:26]1[CH:27]=[CH:28][CH:29]=[C:2]([Cl:1])[C:3]=1[CH2:4][C:5]1[S:6][CH:7]=[C:8]([C:10]2[CH:11]=[C:12]3[C:17](=[CH:18][CH:19]=2)[CH:16]=[C:15]([O:20][CH2:21][C:22]([OH:24])=[O:23])[CH:14]=[CH:13]3)[N:9]=1. The yield is 0.740. (2) The reactants are [C:1]([C:5]1[CH:33]=[CH:32][C:8]([CH2:9][CH:10]2[N:14]([CH2:15][CH2:16][C:17]3[CH:22]=[CH:21][C:20]([O:23][CH3:24])=[CH:19][CH:18]=3)[C:13](=[O:25])[C:12]3([CH2:30][CH2:29][NH:28][CH2:27][CH2:26]3)[N:11]2[CH3:31])=[CH:7][CH:6]=1)([CH3:4])([CH3:3])[CH3:2].C[Si]([N:38]=[C:39]=[O:40])(C)C.C([O-])(O)=O.[Na+]. The catalyst is C(Cl)Cl. The product is [C:1]([C:5]1[CH:33]=[CH:32][C:8]([CH2:9][CH:10]2[N:14]([CH2:15][CH2:16][C:17]3[CH:22]=[CH:21][C:20]([O:23][CH3:24])=[CH:19][CH:18]=3)[C:13](=[O:25])[C:12]3([CH2:30][CH2:29][N:28]([C:39]([NH2:38])=[O:40])[CH2:27][CH2:26]3)[N:11]2[CH3:31])=[CH:7][CH:6]=1)([CH3:4])([CH3:2])[CH3:3]. The yield is 0.740. (3) The reactants are [CH3:1][C:2]1[C:3]([C:7]([O:9][CH2:10][CH3:11])=[O:8])=[N:4][NH:5][CH:6]=1.[CH3:12][O:13][C:14]1[CH:15]=[C:16](B(O)O)[CH:17]=[CH:18][CH:19]=1.N1C=CC=CC=1. The catalyst is CN(C)C(=O)C.C([O-])(=O)C.[Cu+2].C([O-])(=O)C. The product is [CH3:12][O:13][C:14]1[CH:19]=[C:18]([N:5]2[CH:6]=[C:2]([CH3:1])[C:3]([C:7]([O:9][CH2:10][CH3:11])=[O:8])=[N:4]2)[CH:17]=[CH:16][CH:15]=1. The yield is 0.460. (4) The reactants are C[Al](C)C.[CH:5]([NH2:8])([CH3:7])[CH3:6].C[O:10][C:11](=O)[C:12]1[CH:17]=[CH:16][C:15]([O:18][CH2:19][C:20]2[C:21]([C:29]3[CH:34]=[CH:33][CH:32]=[CH:31][CH:30]=3)=[N:22][O:23][C:24]=2[C:25]([F:28])([F:27])[F:26])=[N:14][CH:13]=1.O. The catalyst is O1CCOCC1. The product is [CH:5]([NH:8][C:11](=[O:10])[C:12]1[CH:17]=[CH:16][C:15]([O:18][CH2:19][C:20]2[C:21]([C:29]3[CH:34]=[CH:33][CH:32]=[CH:31][CH:30]=3)=[N:22][O:23][C:24]=2[C:25]([F:28])([F:27])[F:26])=[N:14][CH:13]=1)([CH3:7])[CH3:6]. The yield is 0.950. (5) The reactants are Br[C:2]1[CH:7]=[CH:6][CH:5]=[CH:4][C:3]=1[O:8][C:9]([F:12])([F:11])[F:10].C([Li])CCC.[NH2:18][C:19]1[N:30]=[CH:29][C:28]([Br:31])=[CH:27][C:20]=1[C:21](N(OC)C)=[O:22]. The catalyst is C1COCC1. The product is [NH2:18][C:19]1[C:20]([C:21]([C:2]2[CH:7]=[CH:6][CH:5]=[CH:4][C:3]=2[O:8][C:9]([F:12])([F:11])[F:10])=[O:22])=[CH:27][C:28]([Br:31])=[CH:29][N:30]=1. The yield is 0.520. (6) The reactants are [CH3:1][O:2][C:3]1[CH:4]=[CH:5][C:6]2[CH2:12][CH2:11][N:10]([CH3:13])[CH2:9][CH:8]([C:14]3[CH:19]=[CH:18][C:17]([N+:20]([O-:22])=[O:21])=[CH:16][CH:15]=3)[C:7]=2[CH:23]=1.[Br:24]Br. The catalyst is C(Cl)(Cl)Cl.C1COCC1. The product is [CH3:1][O:2][C:3]1[C:4]([Br:24])=[CH:5][C:6]2[CH2:12][CH2:11][N:10]([CH3:13])[CH2:9][CH:8]([C:14]3[CH:19]=[CH:18][C:17]([N+:20]([O-:22])=[O:21])=[CH:16][CH:15]=3)[C:7]=2[CH:23]=1. The yield is 0.450. (7) The reactants are Br[C:2]1[CH:3]=[C:4]2[N:13]([CH3:14])[CH:12]=[CH:11][C:5]2=[N:6][C:7]=1[C@@H:8]([NH2:10])[CH3:9].[N:15]1([C:22]([O:24][C:25]([CH3:28])([CH3:27])[CH3:26])=[O:23])[CH2:21][CH2:20][CH2:19][NH:18][CH2:17][CH2:16]1.CC([O-])(C)C.[K+].C([O-])(O)=O.[Na+]. The catalyst is CCOC(C)=O.O1CCOCC1. The product is [NH2:10][C@H:8]([C:7]1[N:6]=[C:5]2[CH:11]=[CH:12][N:13]([CH3:14])[C:4]2=[CH:3][C:2]=1[N:18]1[CH2:19][CH2:20][CH2:21][N:15]([C:22]([O:24][C:25]([CH3:28])([CH3:27])[CH3:26])=[O:23])[CH2:16][CH2:17]1)[CH3:9]. The yield is 0.340. (8) The catalyst is CO.O1CCOCC1. The yield is 0.620. The reactants are Cl.[CH3:2][CH:3]([CH3:7])[C:4](=[NH:6])[NH2:5].C[O-].[Na+].[C:11]([C:13]1[CH:18]=[CH:17][CH:16]=[CH:15][C:14]=1[C:19]1[CH:24]=[CH:23][C:22]([CH2:25][CH:26]([C:31](=O)[CH2:32][CH2:33][CH2:34][CH3:35])[C:27](OC)=[O:28])=[CH:21][CH:20]=1)#[N:12]. The product is [CH2:32]([C:31]1[N:6]=[C:4]([CH:3]([CH3:7])[CH3:2])[NH:5][C:27](=[O:28])[C:26]=1[CH2:25][C:22]1[CH:21]=[CH:20][C:19]([C:14]2[C:13]([C:11]#[N:12])=[CH:18][CH:17]=[CH:16][CH:15]=2)=[CH:24][CH:23]=1)[CH2:33][CH2:34][CH3:35]. (9) The reactants are [O:1]1[CH2:7][CH2:6][CH2:5][N:4]([CH2:8][CH2:9][CH2:10][O:11][C:12]2[CH:17]=[CH:16][C:15]([C:18]3([C:24]#[N:25])[CH2:23][CH2:22][O:21][CH2:20][CH2:19]3)=[CH:14][CH:13]=2)[CH2:3][CH2:2]1.[H-].[Al+3].[Li+].[H-].[H-].[H-]. The catalyst is C1COCC1. The product is [O:1]1[CH2:7][CH2:6][CH2:5][N:4]([CH2:8][CH2:9][CH2:10][O:11][C:12]2[CH:17]=[CH:16][C:15]([C:18]3([CH2:24][NH2:25])[CH2:23][CH2:22][O:21][CH2:20][CH2:19]3)=[CH:14][CH:13]=2)[CH2:3][CH2:2]1. The yield is 0.720.